This data is from Catalyst prediction with 721,799 reactions and 888 catalyst types from USPTO. The task is: Predict which catalyst facilitates the given reaction. Reactant: [Br:1][C:2]1[CH:3]=[C:4]([CH:8]=[CH:9][CH:10]=1)[C:5]([OH:7])=O.CCN(CC)CC.CCN=C=NCCCN(C)C.C1C=CC2N(O)N=NC=2C=1.[NH2:39][CH2:40][CH:41]([OH:53])[CH2:42][N:43]1[CH2:52][CH2:51][C:50]2[C:45](=[CH:46][CH:47]=[CH:48][CH:49]=2)[CH2:44]1. Product: [Br:1][C:2]1[CH:3]=[C:4]([CH:8]=[CH:9][CH:10]=1)[C:5]([NH:39][CH2:40][CH:41]([OH:53])[CH2:42][N:43]1[CH2:52][CH2:51][C:50]2[C:45](=[CH:46][CH:47]=[CH:48][CH:49]=2)[CH2:44]1)=[O:7]. The catalyst class is: 34.